Dataset: Catalyst prediction with 721,799 reactions and 888 catalyst types from USPTO. Task: Predict which catalyst facilitates the given reaction. (1) Reactant: [NH2:1][C@H:2]([C:10]([P:12]([O:20][C:21]1[CH:26]=[CH:25][CH:24]=[CH:23][CH:22]=1)[O:13][C:14]1[CH:19]=[CH:18][CH:17]=[CH:16][CH:15]=1)=[O:11])[CH2:3][C:4]1[CH:9]=[CH:8][CH:7]=[CH:6][CH:5]=1.Br.[N:28]1([C:36]([O:38][C:39]([CH3:42])([CH3:41])[CH3:40])=[O:37])[CH2:35][CH2:34][CH2:33][C@H:29]1[C:30](O)=[O:31].C1C=CC2N(O)N=NC=2C=1. Product: [N:28]1([C:36]([O:38][C:39]([CH3:42])([CH3:41])[CH3:40])=[O:37])[CH2:35][CH2:34][CH2:33][C@H:29]1[C:30]([NH:1][C@H:2]([C:10]([P:12]([O:20][C:21]1[CH:22]=[CH:23][CH:24]=[CH:25][CH:26]=1)[O:13][C:14]1[CH:15]=[CH:16][CH:17]=[CH:18][CH:19]=1)=[O:11])[CH2:3][C:4]1[CH:5]=[CH:6][CH:7]=[CH:8][CH:9]=1)=[O:31]. The catalyst class is: 3. (2) Reactant: CCN=C=NCCCN(C)C.C1C=CC2N(O)N=NC=2C=1.[NH2:22][C:23]1[CH:24]=[C:25]([C:29]2[CH:34]=[CH:33][N:32]=[C:31]([NH:35][CH2:36][CH2:37][C:38]3[CH:43]=[CH:42][C:41]([O:44][CH3:45])=[C:40]([O:46][CH3:47])[CH:39]=3)[N:30]=2)[CH:26]=[CH:27][CH:28]=1.[CH3:48][N:49]([CH3:55])[CH2:50][CH2:51][C:52](O)=[O:53]. Product: [CH3:47][O:46][C:40]1[CH:39]=[C:38]([CH2:37][CH2:36][NH:35][C:31]2[N:30]=[C:29]([C:25]3[CH:24]=[C:23]([NH:22][C:52](=[O:53])[CH2:51][CH2:50][N:49]([CH3:55])[CH3:48])[CH:28]=[CH:27][CH:26]=3)[CH:34]=[CH:33][N:32]=2)[CH:43]=[CH:42][C:41]=1[O:44][CH3:45]. The catalyst class is: 3. (3) Reactant: [Cl:1][C:2]1[CH:7]=[CH:6][C:5]([NH:8]C(=O)OC(C)(C)C)=[C:4]([CH:16]([OH:27])[C:17]2[C:18]([C:23]([F:26])([F:25])[F:24])=[N:19][CH:20]=[CH:21][CH:22]=2)[CH:3]=1.Cl. Product: [NH2:8][C:5]1[CH:6]=[CH:7][C:2]([Cl:1])=[CH:3][C:4]=1[CH:16]([C:17]1[C:18]([C:23]([F:26])([F:25])[F:24])=[N:19][CH:20]=[CH:21][CH:22]=1)[OH:27]. The catalyst class is: 12. (4) Reactant: [Cl:1][C:2]1[CH:7]=[CH:6][CH:5]=[CH:4][C:3]=1[CH2:8][C:9]([CH3:14])([N+:11]([O-])=O)[CH3:10]. Product: [CH3:14][C:9]([NH2:11])([CH3:10])[CH2:8][C:3]1[CH:4]=[CH:5][CH:6]=[CH:7][C:2]=1[Cl:1]. The catalyst class is: 470. (5) Reactant: C([O:8][C:9](=[O:47])[CH2:10][N:11]([S:40]([CH2:43][CH2:44][CH2:45][CH3:46])(=[O:42])=[O:41])[C:12]1[CH:17]=[CH:16][C:15]([N:18]2[CH2:23][CH2:22][CH:21]([NH:24][CH2:25][C@H:26]([OH:39])[C:27]3[CH:32]=[CH:31][C:30]([OH:33])=[C:29]([NH:34][S:35]([CH3:38])(=[O:37])=[O:36])[CH:28]=3)[CH2:20][CH2:19]2)=[CH:14][CH:13]=1)C1C=CC=CC=1. Product: [CH2:43]([S:40]([N:11]([CH2:10][C:9]([OH:47])=[O:8])[C:12]1[CH:13]=[CH:14][C:15]([N:18]2[CH2:19][CH2:20][CH:21]([NH:24][CH2:25][C@H:26]([OH:39])[C:27]3[CH:32]=[CH:31][C:30]([OH:33])=[C:29]([NH:34][S:35]([CH3:38])(=[O:37])=[O:36])[CH:28]=3)[CH2:22][CH2:23]2)=[CH:16][CH:17]=1)(=[O:42])=[O:41])[CH2:44][CH2:45][CH3:46]. The catalyst class is: 43. (6) Reactant: [CH3:1][C:2]1[CH:11]=[C:10]([O:12][Si](C)(C)C)[CH:9]=[CH:8][C:3]=1[C:4]([O:6]C)=[O:5].[Li+].[OH-].Cl. Product: [CH3:1][C:2]1[CH:11]=[C:10]([OH:12])[CH:9]=[CH:8][C:3]=1[C:4]([OH:6])=[O:5]. The catalyst class is: 24. (7) Reactant: [C:1]([C:5]1[CH:9]=[C:8]([CH2:10][NH:11]C(=O)OC(C)(C)C)[N:7]([C:19]2[CH:24]=[CH:23][C:22]([F:25])=[CH:21][CH:20]=2)[N:6]=1)([CH3:4])([CH3:3])[CH3:2].FC(F)(F)C(O)=O. Product: [C:1]([C:5]1[CH:9]=[C:8]([CH2:10][NH2:11])[N:7]([C:19]2[CH:20]=[CH:21][C:22]([F:25])=[CH:23][CH:24]=2)[N:6]=1)([CH3:4])([CH3:2])[CH3:3]. The catalyst class is: 4.